Dataset: Catalyst prediction with 721,799 reactions and 888 catalyst types from USPTO. Task: Predict which catalyst facilitates the given reaction. (1) Reactant: [Cl:1][C:2]1[C:7]([C:8]([F:11])([F:10])[F:9])=[CH:6][CH:5]=[CH:4][C:3]=1[C:12]1[O:13][C:14]2[C:19]([C:20](=[O:22])[CH:21]=1)=[C:18](OC)[CH:17]=[C:16]([O:25]C)[C:15]=2[C@@H:27]1[CH2:31][CH2:30][N:29]([CH3:32])[C@H:28]1[CH2:33][OH:34].Cl.N1C=CC=CC=1.C([O-])([O-])=[O:43].[Na+].[Na+]. Product: [Cl:1][C:2]1[C:7]([C:8]([F:9])([F:11])[F:10])=[CH:6][CH:5]=[CH:4][C:3]=1[C:12]1[O:13][C:14]2[C:19]([C:20](=[O:22])[CH:21]=1)=[CH:18][C:17]([OH:43])=[C:16]([OH:25])[C:15]=2[C@@H:27]1[CH2:31][CH2:30][N:29]([CH3:32])[C@H:28]1[CH2:33][OH:34]. The catalyst class is: 5. (2) Reactant: [CH2:1]([O:3][C:4]([CH:6]1[N:11](CC2C=CC(OC)=CC=2OC)[CH2:10][C:9]2[CH:23]=[C:24]([Br:26])[S:25][C:8]=2[C:7]1=[O:27])=[O:5])[CH3:2].S(Cl)(Cl)=O. Product: [CH2:1]([O:3][C:4]([C:6]1[N:11]=[CH:10][C:9]2[CH:23]=[C:24]([Br:26])[S:25][C:8]=2[C:7]=1[OH:27])=[O:5])[CH3:2]. The catalyst class is: 4. (3) Reactant: [C:1]([O:5][C:6]([N:8]1[CH2:13][CH2:12][C@H:11]([C:14]2[CH:19]=[CH:18][CH:17]=[C:16](Br)[CH:15]=2)[C@@H:10]([O:21][CH2:22][C:23]2[CH:32]=[CH:31][C:30]3[C:25](=[CH:26][CH:27]=[CH:28][CH:29]=3)[CH:24]=2)[CH2:9]1)=[O:7])([CH3:4])([CH3:3])[CH3:2].[OH:33][C:34]1[CH:35]=[C:36](B(O)O)[CH:37]=[CH:38][CH:39]=1.C(COC)OC.C([O-])([O-])=O.[Na+].[Na+]. Product: [C:1]([O:5][C:6]([N:8]1[CH2:13][CH2:12][C@H:11]([C:14]2[CH:15]=[C:16]([C:38]3[CH:37]=[CH:36][CH:35]=[C:34]([OH:33])[CH:39]=3)[CH:17]=[CH:18][CH:19]=2)[C@@H:10]([O:21][CH2:22][C:23]2[CH:32]=[CH:31][C:30]3[C:25](=[CH:26][CH:27]=[CH:28][CH:29]=3)[CH:24]=2)[CH2:9]1)=[O:7])([CH3:4])([CH3:3])[CH3:2]. The catalyst class is: 690. (4) Reactant: Cl[C:2]1[CH:11]=[CH:10][C:9]2[C:4](=[CH:5][CH:6]=[CH:7][CH:8]=2)[N:3]=1.[C:12]([O:16][C:17]([N:19]1[CH2:24][CH2:23][NH:22][CH2:21][CH2:20]1)=[O:18])([CH3:15])([CH3:14])[CH3:13].C(=O)([O-])[O-].[K+].[K+]. Product: [C:12]([O:16][C:17]([N:19]1[CH2:24][CH2:23][N:22]([C:2]2[CH:11]=[CH:10][C:9]3[C:4](=[CH:5][CH:6]=[CH:7][CH:8]=3)[N:3]=2)[CH2:21][CH2:20]1)=[O:18])([CH3:15])([CH3:13])[CH3:14]. The catalyst class is: 10. (5) Reactant: [CH:1]([NH:4][CH2:5][C:6]1[C:7]([O:12][CH2:13][CH2:14][CH2:15][CH2:16][CH2:17][C:18]([O:20][CH2:21][CH3:22])=[O:19])=[N:8][CH:9]=[CH:10][CH:11]=1)([CH3:3])[CH3:2].[O:23]1[CH:27]=[CH:26][CH:25]=[C:24]1[C:28]1[CH:36]=[CH:35][C:31]([C:32](O)=[O:33])=[CH:30][CH:29]=1.CCN=C=NCCCN(C)C.Cl.C1C=CC2N(O)N=NC=2C=1.C(N(CC)CC)C. Product: [O:23]1[CH:27]=[CH:26][CH:25]=[C:24]1[C:28]1[CH:36]=[CH:35][C:31]([C:32]([N:4]([CH2:5][C:6]2[C:7]([O:12][CH2:13][CH2:14][CH2:15][CH2:16][CH2:17][C:18]([O:20][CH2:21][CH3:22])=[O:19])=[N:8][CH:9]=[CH:10][CH:11]=2)[CH:1]([CH3:3])[CH3:2])=[O:33])=[CH:30][CH:29]=1. The catalyst class is: 18.